This data is from Retrosynthesis with 50K atom-mapped reactions and 10 reaction types from USPTO. The task is: Predict the reactants needed to synthesize the given product. (1) Given the product O=S(=O)(Nc1cncc(-c2ccc3ncnc(OC4CCOCC4)c3n2)c1)c1ccc(Br)cc1Br, predict the reactants needed to synthesize it. The reactants are: Nc1cncc(-c2ccc3ncnc(OC4CCOCC4)c3n2)c1.O=S(=O)(Cl)c1ccc(Br)cc1Br. (2) Given the product COc1cc(C(=O)NS(=O)(=O)c2ccccc2S(N)(=O)=O)ccc1C#Cc1cccc(F)c1, predict the reactants needed to synthesize it. The reactants are: C#Cc1cccc(F)c1.COc1cc(C(=O)NS(=O)(=O)c2ccccc2S(N)(=O)=O)ccc1Br. (3) Given the product CC(=O)N(C)c1cccc2c1nc(-c1c(F)cccc1F)n2Cc1c(F)cccc1F, predict the reactants needed to synthesize it. The reactants are: CC(=O)Nc1cccc2c1nc(-c1c(F)cccc1F)n2Cc1c(F)cccc1F.CI. (4) Given the product CC(C)(C)OC(=O)N1C2CCC1CN(c1ccc(N3CCN(S(C)(=O)=O)CC3)cc1)C2, predict the reactants needed to synthesize it. The reactants are: CC(C)(C)OC(=O)N1C2CCC1CN(c1ccc(Br)cc1)C2.CS(=O)(=O)N1CCNCC1. (5) The reactants are: COc1cc(-c2cnc3nc(N)nc(O)c3n2)ccc1OC(C)C.Cc1ccc(N2CCNCC2)cc1. Given the product COc1cc(-c2cnc3nc(N)nc(N4CCN(c5ccc(C)cc5)CC4)c3n2)ccc1OC(C)C, predict the reactants needed to synthesize it. (6) Given the product CC(C)(C)OC(=O)NCCc1ccc(Oc2ccc(C(N)=O)cn2)cc1, predict the reactants needed to synthesize it. The reactants are: CC(C)(C)OC(=O)NCCc1ccc(O)cc1.NC(=O)c1ccc(Cl)nc1. (7) Given the product O=C(O)CCC(=O)c1ccc(-c2ccc(F)cc2)cc1, predict the reactants needed to synthesize it. The reactants are: COC(=O)CCC(=O)c1ccc(-c2ccc(F)cc2)cc1. (8) Given the product CCCCCCc1ccc(-c2ccc([C@H]3CC[C@H](C=O)CC3)cc2)nc1, predict the reactants needed to synthesize it. The reactants are: CCCCCCc1ccc(-c2ccc([C@H]3CC[C@H](CO)CC3)cc2)nc1.